From a dataset of Reaction yield outcomes from USPTO patents with 853,638 reactions. Predict the reaction yield, written as a fraction of the theoretical maximum amount of product (1.0 means a 100% yield; for example, 0.34 means a 34% yield). (1) The reactants are [F:1][C:2]1[CH:7]=[C:6]([F:8])[CH:5]=[CH:4][C:3]=1[N:9]1[C:13]([C:14]2[S:23][C:22]3[C:21]4[N:24]=[C:25]([N:28]5[CH2:33][CH2:32][NH:31][CH2:30][CH2:29]5)[CH:26]=[CH:27][C:20]=4[O:19][CH2:18][CH2:17][C:16]=3[CH:15]=2)=[N:12][CH:11]=[N:10]1.CCN(C(C)C)C(C)C.[CH3:43][S:44](Cl)(=[O:46])=[O:45].C(Cl)Cl.CCOC(C)=O. The catalyst is C1COCC1. The product is [F:1][C:2]1[CH:7]=[C:6]([F:8])[CH:5]=[CH:4][C:3]=1[N:9]1[C:13]([C:14]2[S:23][C:22]3[C:21]4[N:24]=[C:25]([N:28]5[CH2:29][CH2:30][N:31]([S:44]([CH3:43])(=[O:46])=[O:45])[CH2:32][CH2:33]5)[CH:26]=[CH:27][C:20]=4[O:19][CH2:18][CH2:17][C:16]=3[CH:15]=2)=[N:12][CH:11]=[N:10]1. The yield is 0.260. (2) The reactants are C([N:8]1[CH2:12][CH2:11][C@@H:10]([N:13]2[CH2:22][CH2:21][C:20]3[C:15](=[CH:16][CH:17]=[C:18]([C:23]4[CH:28]=[CH:27][C:26]([C:29]([N:31]5[CH2:35][CH2:34][CH2:33][CH2:32]5)=[O:30])=[CH:25][CH:24]=4)[CH:19]=3)[C:14]2=[O:36])[CH2:9]1)C1C=CC=CC=1.C([O-])=O.[NH4+]. The catalyst is C(O)C.[Pd]. The product is [NH:8]1[CH2:12][CH2:11][C@@H:10]([N:13]2[CH2:22][CH2:21][C:20]3[C:15](=[CH:16][CH:17]=[C:18]([C:23]4[CH:24]=[CH:25][C:26]([C:29]([N:31]5[CH2:32][CH2:33][CH2:34][CH2:35]5)=[O:30])=[CH:27][CH:28]=4)[CH:19]=3)[C:14]2=[O:36])[CH2:9]1. The yield is 0.660. (3) The reactants are [Cl:1][C:2]1[CH:7]=[CH:6][C:5]([N+:8]([O-])=O)=[CH:4][C:3]=1[C:11]([CH3:15])([CH3:14])[C:12]#[N:13]. The catalyst is CO.O=[Pt]=O. The product is [NH2:8][C:5]1[CH:6]=[CH:7][C:2]([Cl:1])=[C:3]([C:11]([CH3:14])([CH3:15])[C:12]#[N:13])[CH:4]=1. The yield is 0.940. (4) The reactants are [CH:1]([C@@H:14]1[CH2:19][CH:18]=[CH:17][CH2:16][O:15]1)([C:8]1[CH:13]=[CH:12][CH:11]=[CH:10][CH:9]=1)[C:2]1[CH:7]=[CH:6][CH:5]=[CH:4][CH:3]=1.C1C=C(Cl)C=C(C(OO)=[O:28])C=1.[O-]S([O-])=O.[Na+].[Na+]. The catalyst is C(Cl)Cl. The product is [CH:1]([C@@H:14]1[CH2:19][C@@H:18]2[C@@H:17]([O:28]2)[CH2:16][O:15]1)([C:8]1[CH:9]=[CH:10][CH:11]=[CH:12][CH:13]=1)[C:2]1[CH:7]=[CH:6][CH:5]=[CH:4][CH:3]=1. The yield is 0.503. (5) The reactants are [OH:1][CH2:2][CH2:3][CH2:4][C:5]1[CH:22]=[CH:21][C:8]([O:9][CH2:10][C:11]2[CH:20]=[CH:19][CH:18]=[CH:17][C:12]=2[C:13]([O:15][CH3:16])=[O:14])=[CH:7][CH:6]=1.[CH2:23]([O:30][C:31]1[CH:36]=[CH:35][C:34](O)=[CH:33][CH:32]=1)[C:24]1[CH:29]=[CH:28][CH:27]=[CH:26][CH:25]=1.C(P(=CC#N)(CCCC)CCCC)CCC. The catalyst is C1(C)C=CC=CC=1. The product is [CH2:23]([O:30][C:31]1[CH:36]=[CH:35][C:34]([O:1][CH2:2][CH2:3][CH2:4][C:5]2[CH:6]=[CH:7][C:8]([O:9][CH2:10][C:11]3[CH:20]=[CH:19][CH:18]=[CH:17][C:12]=3[C:13]([O:15][CH3:16])=[O:14])=[CH:21][CH:22]=2)=[CH:33][CH:32]=1)[C:24]1[CH:29]=[CH:28][CH:27]=[CH:26][CH:25]=1. The yield is 0.641.